Dataset: Forward reaction prediction with 1.9M reactions from USPTO patents (1976-2016). Task: Predict the product of the given reaction. (1) Given the reactants [H-].[Na+].[O:3]1[C:7]2[CH:8]=[CH:9][C:10]([C:12]3[NH:13][C:14]4[N:15]([N:19]=[CH:20][C:21]=4[C:22]([NH:24][CH2:25][C:26]#[CH:27])=[O:23])[C:16](=[O:18])[CH:17]=3)=[CH:11][C:6]=2[O:5][CH2:4]1, predict the reaction product. The product is: [O:3]1[C:7]2[CH:8]=[CH:9][C:10]([C:12]3[NH:13][C:14]4[N:15]([N:19]=[CH:20][C:21]=4[C:22]4[O:23][C:26]([CH3:27])=[CH:25][N:24]=4)[C:16](=[O:18])[CH:17]=3)=[CH:11][C:6]=2[O:5][CH2:4]1. (2) Given the reactants [Br:1][C:2]1[CH:7]=[CH:6][C:5]([C:8]2(OC)[C@H:13]([OH:14])[C@@H:12]([OH:15])[C@H:11]([OH:16])[C@@H:10]([CH2:17][OH:18])[O:9]2)=[CH:4][C:3]=1[CH2:21][C:22]1[CH:31]=[CH:30][C:25]2[O:26][CH2:27][CH2:28][O:29][C:24]=2[CH:23]=1.C([SiH](CC)CC)C.B(F)(F)F, predict the reaction product. The product is: [Br:1][C:2]1[CH:7]=[CH:6][C:5]([CH:8]2[C@H:13]([OH:14])[C@@H:12]([OH:15])[C@H:11]([OH:16])[C@@H:10]([CH2:17][OH:18])[O:9]2)=[CH:4][C:3]=1[CH2:21][C:22]1[CH:31]=[CH:30][C:25]2[O:26][CH2:27][CH2:28][O:29][C:24]=2[CH:23]=1.